From a dataset of Peptide-MHC class II binding affinity with 134,281 pairs from IEDB. Regression. Given a peptide amino acid sequence and an MHC pseudo amino acid sequence, predict their binding affinity value. This is MHC class II binding data. The peptide sequence is FLDPASIAARGWAAH. The MHC is HLA-DQA10201-DQB10301 with pseudo-sequence HLA-DQA10201-DQB10301. The binding affinity (normalized) is 0.644.